The task is: Predict the reactants needed to synthesize the given product.. This data is from Full USPTO retrosynthesis dataset with 1.9M reactions from patents (1976-2016). (1) The reactants are: [Cl:1][C:2]1[C:3]([C:8]([O:10]CC)=[O:9])=[N:4][NH:5][C:6]=1[CH3:7].[OH-].[Na+].Cl. Given the product [Cl:1][C:2]1[C:3]([C:8]([OH:10])=[O:9])=[N:4][NH:5][C:6]=1[CH3:7], predict the reactants needed to synthesize it. (2) Given the product [NH2:1][C:4]1[C:9]([S:10][C:11]2[CH:20]=[CH:19][C:14]([C:15]([O:17][CH3:18])=[O:16])=[CH:13][CH:12]=2)=[CH:8][CH:7]=[CH:6][N:5]=1, predict the reactants needed to synthesize it. The reactants are: [N+:1]([C:4]1[C:9]([S:10][C:11]2[CH:20]=[CH:19][C:14]([C:15]([O:17][CH3:18])=[O:16])=[CH:13][CH:12]=2)=[CH:8][CH:7]=[CH:6][N:5]=1)([O-])=O. (3) The reactants are: [N:1]1[C:10]2[C:5](=[CH:6][C:7]([CH2:11][C:12]3[N:16]4[N:17]=[C:18]([C:21](=O)[CH3:22])[CH:19]=[CH:20][C:15]4=[N:14][N:13]=3)=[CH:8][CH:9]=2)[CH:4]=[CH:3][CH:2]=1.Cl.[NH:25]([C:27]([NH2:29])=[O:28])[NH2:26]. Given the product [N:1]1[C:10]2[C:5](=[CH:6][C:7]([CH2:11][C:12]3[N:16]4[N:17]=[C:18](/[C:21](=[N:26]/[NH:25][C:27]([NH2:29])=[O:28])/[CH3:22])[CH:19]=[CH:20][C:15]4=[N:14][N:13]=3)=[CH:8][CH:9]=2)[CH:4]=[CH:3][CH:2]=1, predict the reactants needed to synthesize it. (4) Given the product [F:23][C:24]([F:34])([F:35])[C:25]1[CH:33]=[CH:32][C:28]([C:29]([NH:1][C:2]2[CH:3]=[CH:4][C:5]([CH2:6][C:7]3[N:12]4[CH:13]=[CH:14][N:15]=[C:11]4[C:10]([CH2:16][C:17]([O:19][CH3:20])=[O:18])=[CH:9][N:8]=3)=[CH:21][CH:22]=2)=[O:30])=[CH:27][CH:26]=1, predict the reactants needed to synthesize it. The reactants are: [NH2:1][C:2]1[CH:22]=[CH:21][C:5]([CH2:6][C:7]2[N:12]3[CH:13]=[CH:14][N:15]=[C:11]3[C:10]([CH2:16][C:17]([O:19][CH3:20])=[O:18])=[CH:9][N:8]=2)=[CH:4][CH:3]=1.[F:23][C:24]([F:35])([F:34])[C:25]1[CH:33]=[CH:32][C:28]([C:29](Cl)=[O:30])=[CH:27][CH:26]=1.C(N(CC)CC)C. (5) Given the product [Cl:28][CH2:29][C:30]1[O:31][N:22]=[C:12]([C:11]2[CH:14]=[CH:15][CH:16]=[C:9]([C:7](=[O:8])[NH:6][O:5][C:1]([CH3:4])([CH3:2])[CH3:3])[CH:10]=2)[N:13]=1, predict the reactants needed to synthesize it. The reactants are: [C:1]([O:5][NH:6][C:7]([C:9]1[CH:10]=[C:11]([CH:14]=[CH:15][CH:16]=1)[C:12]#[N:13])=[O:8])([CH3:4])([CH3:3])[CH3:2].NO.C([N:22](C(C)C)CC)(C)C.[Cl:28][CH2:29][C:30](Cl)=[O:31]. (6) Given the product [CH2:1]([C:3]1[CH:8]=[C:7]([C:9]2[S:10][CH:11]=[C:12]([CH:14]([CH2:25][C:24]3[CH:27]=[C:20]([F:19])[CH:21]=[CH:22][C:23]=3[N+:28]([O-:30])=[O:29])[C:15]([O:17][CH3:18])=[O:16])[N:13]=2)[CH:6]=[CH:5][N:4]=1)[CH3:2], predict the reactants needed to synthesize it. The reactants are: [CH2:1]([C:3]1[CH:8]=[C:7]([C:9]2[S:10][CH:11]=[C:12]([CH2:14][C:15]([O:17][CH3:18])=[O:16])[N:13]=2)[CH:6]=[CH:5][N:4]=1)[CH3:2].[F:19][C:20]1[CH:21]=[CH:22][C:23]([N+:28]([O-:30])=[O:29])=[C:24]([CH:27]=1)[CH2:25]Br.[NH4+].[Cl-]. (7) Given the product [NH2:1][C:2]1[N:7]=[C:6]([N:8]2[C:16]3[C:11](=[CH:12][CH:13]=[C:14]([C:41]#[C:40][C@@:38]([OH:42])([C:35]4[CH:34]=[C:33]([CH3:32])[O:37][N:36]=4)[CH3:39])[CH:15]=3)[C:10]([C:18]([NH:20][CH3:21])=[O:19])=[N:9]2)[CH:5]=[CH:4][N:3]=1, predict the reactants needed to synthesize it. The reactants are: [NH2:1][C:2]1[N:7]=[C:6]([N:8]2[C:16]3[C:11](=[CH:12][CH:13]=[C:14](Br)[CH:15]=3)[C:10]([C:18]([NH:20][CH3:21])=[O:19])=[N:9]2)[CH:5]=[CH:4][N:3]=1.S1C=CN=C1C(O)(C#C)C.[CH3:32][C:33]1[O:37][N:36]=[C:35]([C@:38]([OH:42])([C:40]#[CH:41])[CH3:39])[CH:34]=1. (8) Given the product [Br:1][C:2]1[C:3]2[N:10]([CH2:11][CH3:12])[C:9]([CH:13]3[NH:16][O:18][NH:15][CH:14]3[NH2:22])=[N:8][C:4]=2[CH:5]=[N:6][CH:7]=1, predict the reactants needed to synthesize it. The reactants are: [Br:1][C:2]1[C:3]2[N:10]([CH2:11][CH3:12])[C:9]([CH2:13][C:14]#[N:15])=[N:8][C:4]=2[CH:5]=[N:6][CH:7]=1.[N:16]([O-:18])=O.[Na+].[OH-].[Na+].[NH2:22]O. (9) Given the product [NH2:22][C:23]1[CH:32]=[C:31]2[C:26]([CH2:27][O:28][C:29]2=[C:5]2[C:4]3[C:8](=[CH:9][CH:10]=[C:2]([Cl:1])[CH:3]=3)[NH:7][C:6]2=[O:11])=[CH:25][CH:24]=1, predict the reactants needed to synthesize it. The reactants are: [Cl:1][C:2]1[CH:3]=[C:4]2[C:8](=[CH:9][CH:10]=1)[NH:7][C:6](=[O:11])[CH2:5]2.C[Si](C)(C)N[Si](C)(C)C.[Na].[NH2:22][C:23]1[CH:32]=[C:31]2[C:26]([CH2:27][O:28][C:29]2=O)=[CH:25][CH:24]=1. (10) Given the product [Cl:19][C:20]1[CH:21]=[C:22]([CH:33]=[C:34]([C:37]([F:38])([F:39])[F:40])[C:35]=1[OH:36])[CH2:23][C@@H:24]([CH2:29][C:30](=[O:31])[N:1]1[CH2:2][CH2:3][CH:4]([N:7]2[CH2:13][CH2:12][C:11]3[CH:14]=[CH:15][CH:16]=[CH:17][C:10]=3[NH:9][C:8]2=[O:18])[CH2:5][CH2:6]1)[C:25]([O:27][CH3:28])=[O:26], predict the reactants needed to synthesize it. The reactants are: [NH:1]1[CH2:6][CH2:5][CH:4]([N:7]2[CH2:13][CH2:12][C:11]3[CH:14]=[CH:15][CH:16]=[CH:17][C:10]=3[NH:9][C:8]2=[O:18])[CH2:3][CH2:2]1.[Cl:19][C:20]1[CH:21]=[C:22]([CH:33]=[C:34]([C:37]([F:40])([F:39])[F:38])[C:35]=1[OH:36])[CH2:23][C@@H:24]([CH2:29][C:30]([O-])=[O:31])[C:25]([O:27][CH3:28])=[O:26].CN(C(ON1N=NC2C=CC=CC1=2)=[N+](C)C)C.[B-](F)(F)(F)F.C(N(CC)CC)C.